This data is from Forward reaction prediction with 1.9M reactions from USPTO patents (1976-2016). The task is: Predict the product of the given reaction. (1) Given the reactants [F:1][C:2]1[C:9]([O:10][CH3:11])=[CH:8][CH:7]=[CH:6][C:3]=1[CH2:4][NH2:5].[NH2:12][C:13]1[N:21]=[C:20]([CH3:22])[CH:19]=[CH:18][C:14]=1[C:15](O)=[O:16].ON1C2C=CC=CC=2N=N1.CCN=C=NCCCN(C)C, predict the reaction product. The product is: [F:1][C:2]1[C:9]([O:10][CH3:11])=[CH:8][CH:7]=[CH:6][C:3]=1[CH2:4][NH:5][C:15](=[O:16])[C:14]1[CH:18]=[CH:19][C:20]([CH3:22])=[N:21][C:13]=1[NH2:12]. (2) Given the reactants [CH3:1][S:2][C:3]1[CH:4]=[C:5]([C:9]2[N:10]=[C:11](N)[CH:12]=[C:13]3[C:18]=2[N:17]=[CH:16][CH:15]=[CH:14]3)[CH:6]=[CH:7][CH:8]=1.[OH:20][S:21]([C:24]([F:27])([F:26])[F:25])(=[O:23])=[O:22].N([O-])=O.[Na+], predict the reaction product. The product is: [CH3:1][S:2][C:3]1[CH:4]=[C:5]([C:9]2[N:10]=[C:11]([O:23][S:21]([C:24]([F:27])([F:26])[F:25])(=[O:22])=[O:20])[CH:12]=[C:13]3[C:18]=2[N:17]=[CH:16][CH:15]=[CH:14]3)[CH:6]=[CH:7][CH:8]=1.